The task is: Regression. Given two drug SMILES strings and cell line genomic features, predict the synergy score measuring deviation from expected non-interaction effect.. This data is from NCI-60 drug combinations with 297,098 pairs across 59 cell lines. Drug 1: CC1=C(C(CCC1)(C)C)C=CC(=CC=CC(=CC(=O)O)C)C. Drug 2: C1=NNC2=C1C(=O)NC=N2. Cell line: NCI/ADR-RES. Synergy scores: CSS=-5.94, Synergy_ZIP=0.909, Synergy_Bliss=-1.87, Synergy_Loewe=-7.26, Synergy_HSA=-6.79.